From a dataset of Catalyst prediction with 721,799 reactions and 888 catalyst types from USPTO. Predict which catalyst facilitates the given reaction. (1) Reactant: [Mg].[CH:2]1(Br)[CH2:4][CH2:3]1.[CH:6]1[C:16]2[CH2:15][CH2:14][C:13]3[CH:17]=[CH:18][CH:19]=[CH:20][C:12]=3[C:11](=[O:21])[C:10]=2[CH:9]=[CH:8][CH:7]=1.[Cl-].[NH4+].O. Product: [CH:2]1([C:11]2([OH:21])[C:12]3[CH:20]=[CH:19][CH:18]=[CH:17][C:13]=3[CH2:14][CH2:15][C:16]3[CH:6]=[CH:7][CH:8]=[CH:9][C:10]2=3)[CH2:4][CH2:3]1. The catalyst class is: 1. (2) Reactant: [CH:1]1([NH2:4])[CH2:3][CH2:2]1.C1(P(C2C(P(C3C=CC=CC=3)C3C=CC=CC=3)=C(C3C4C(=CC=CC=4)C=CC=3)C3C(C=2)=CC=CC=3)C2C=CC=CC=2)C=CC=CC=1.C(=O)([O-])[O-].[Cs+].[Cs+].[CH3:57][O:58][C:59]([C:61]1[CH:66]=[CH:65][C:64](Br)=[C:63]([O:68][CH2:69][CH:70]2[CH2:72][CH2:71]2)[N:62]=1)=[O:60]. Product: [CH3:57][O:58][C:59]([C:61]1[CH:66]=[CH:65][C:64]([NH:4][CH:1]2[CH2:3][CH2:2]2)=[C:63]([O:68][CH2:69][CH:70]2[CH2:72][CH2:71]2)[N:62]=1)=[O:60]. The catalyst class is: 101.